Dataset: Full USPTO retrosynthesis dataset with 1.9M reactions from patents (1976-2016). Task: Predict the reactants needed to synthesize the given product. Given the product [CH2:1]([N:8]1[C:16]2[C:11](=[C:12]([NH:17][C:18]3[N:27]=[CH:26][C:25]([CH:28]4[CH2:30][CH2:29]4)=[CH:24][C:19]=3[C:20]([OH:22])=[O:21])[CH:13]=[CH:14][CH:15]=2)[CH:10]=[CH:9]1)[C:2]1[CH:3]=[CH:4][CH:5]=[CH:6][CH:7]=1, predict the reactants needed to synthesize it. The reactants are: [CH2:1]([N:8]1[C:16]2[C:11](=[C:12]([NH:17][C:18]3[N:27]=[CH:26][C:25]([CH:28]4[CH2:30][CH2:29]4)=[CH:24][C:19]=3[C:20]([O:22]C)=[O:21])[CH:13]=[CH:14][CH:15]=2)[CH:10]=[CH:9]1)[C:2]1[CH:7]=[CH:6][CH:5]=[CH:4][CH:3]=1.[OH-].[Na+].